Predict the product of the given reaction. From a dataset of Forward reaction prediction with 1.9M reactions from USPTO patents (1976-2016). (1) Given the reactants [CH2:1]([N:8]([CH2:21][C:22]1[CH:27]=[CH:26][C:25]([C:28]2[CH:33]=[CH:32][C:31]([OH:34])=[C:30]([Br:35])[CH:29]=2)=[CH:24][CH:23]=1)[C:9]([C:11]1[C:19]2[C:14](=[CH:15][CH:16]=[CH:17][CH:18]=2)[N:13]([CH3:20])[CH:12]=1)=[O:10])[C:2]1[CH:7]=[CH:6][CH:5]=[CH:4][CH:3]=1.Br[CH2:37][C:38]#[N:39].C(=O)([O-])[O-].[K+].[K+], predict the reaction product. The product is: [CH2:1]([N:8]([CH2:21][C:22]1[CH:27]=[CH:26][C:25]([C:28]2[CH:33]=[CH:32][C:31]([O:34][CH2:37][C:38]#[N:39])=[C:30]([Br:35])[CH:29]=2)=[CH:24][CH:23]=1)[C:9]([C:11]1[C:19]2[C:14](=[CH:15][CH:16]=[CH:17][CH:18]=2)[N:13]([CH3:20])[CH:12]=1)=[O:10])[C:2]1[CH:3]=[CH:4][CH:5]=[CH:6][CH:7]=1. (2) Given the reactants [F:1][C:2]1[CH:7]=[CH:6][C:5]([C:8]([N:10]2[CH2:15][CH2:14][CH2:13][CH:12](O)[CH2:11]2)=[O:9])=[CH:4][CH:3]=1.[F:17][C:18]1[CH:23]=[CH:22][CH:21]=[CH:20][C:19]=1[C:24]1[NH:28][N:27]=[N:26][N:25]=1, predict the reaction product. The product is: [F:1][C:2]1[CH:7]=[CH:6][C:5]([C:8]([N:10]2[CH2:15][CH2:14][CH2:13][CH:12]([N:26]3[N:27]=[N:28][C:24]([C:19]4[CH:20]=[CH:21][CH:22]=[CH:23][C:18]=4[F:17])=[N:25]3)[CH2:11]2)=[O:9])=[CH:4][CH:3]=1. (3) Given the reactants [C:1]([O:5][C:6](=[O:32])[CH2:7][C@@H:8]1[N:14]([C:15]([O:17][C:18]([CH3:21])([CH3:20])[CH3:19])=[O:16])[C:13](=[O:22])[C:12]2[CH:23]=[C:24](Cl)[CH:25]=[CH:26][C:11]=2[C:10]2[C:28]([CH3:31])=[N:29][O:30][C:9]1=2)([CH3:4])([CH3:3])[CH3:2].[CH3:33][N:34]1[CH:38]=[C:37](B2OC(C)(C)C(C)(C)O2)[CH:36]=[N:35]1.[O-]P([O-])([O-])=O.[K+].[K+].[K+], predict the reaction product. The product is: [C:1]([O:5][C:6](=[O:32])[CH2:7][C@@H:8]1[N:14]([C:15]([O:17][C:18]([CH3:21])([CH3:20])[CH3:19])=[O:16])[C:13](=[O:22])[C:12]2[CH:23]=[C:24]([C:37]3[CH:36]=[N:35][N:34]([CH3:33])[CH:38]=3)[CH:25]=[CH:26][C:11]=2[C:10]2[C:28]([CH3:31])=[N:29][O:30][C:9]1=2)([CH3:4])([CH3:3])[CH3:2]. (4) Given the reactants [CH3:1][O:2][C:3]1[CH:12]=[C:11]2[C:6]([CH:7]=[CH:8][C:9](=[O:29])[N:10]2[CH2:13][CH2:14][N:15]2[CH2:20][CH2:19][CH:18]([NH:21]C(=O)OC(C)(C)C)[CH2:17][CH2:16]2)=[N:5][CH:4]=1.[ClH:30].CO, predict the reaction product. The product is: [ClH:30].[ClH:30].[NH2:21][CH:18]1[CH2:17][CH2:16][N:15]([CH2:14][CH2:13][N:10]2[C:11]3[C:6](=[N:5][CH:4]=[C:3]([O:2][CH3:1])[CH:12]=3)[CH:7]=[CH:8][C:9]2=[O:29])[CH2:20][CH2:19]1. (5) Given the reactants Br[C:2]1[CH:7]=[CH:6][C:5]([C:8]2[O:12][C:11]([CH:13]=[O:14])=[CH:10][CH:9]=2)=[CH:4][CH:3]=1.C([O-])([O-])=O.[Na+].[Na+].[CH:21]([C:23]1[CH:28]=[CH:27][C:26](B(O)O)=[CH:25][CH:24]=1)=[O:22], predict the reaction product. The product is: [CH:21]([C:23]1[CH:28]=[CH:27][C:26]([C:2]2[CH:7]=[CH:6][C:5]([C:8]3[O:12][C:11]([CH:13]=[O:14])=[CH:10][CH:9]=3)=[CH:4][CH:3]=2)=[CH:25][CH:24]=1)=[O:22]. (6) Given the reactants [Br:1][C:2]1[CH:3]=[C:4](I)[C:5]([OH:8])=[N:6][CH:7]=1.[CH3:10][CH2:11][CH2:12]C[N+](CCCC)(CCCC)CCCC.[F-].C(N(CC)CC)C, predict the reaction product. The product is: [Br:1][C:2]1[CH:3]=[C:4]2[CH:10]=[C:11]([CH3:12])[O:8][C:5]2=[N:6][CH:7]=1.